From a dataset of Reaction yield outcomes from USPTO patents with 853,638 reactions. Predict the reaction yield, written as a fraction of the theoretical maximum amount of product (1.0 means a 100% yield; for example, 0.34 means a 34% yield). (1) The product is [CH2:1]([C:3]1[C:4]([CH3:21])=[C:5]2[C:12]([C:33]3[CH:34]=[CH:35][C:30]([O:29][CH3:28])=[CH:31][CH:32]=3)=[C:11]([C:14]([O:16][C:17]([CH3:20])([CH3:19])[CH3:18])=[O:15])[S:10][C:6]2=[N:7][C:8]=1[CH3:9])[CH3:2]. The yield is 0.300. The catalyst is COCCOC.O.C1C=CC([P]([Pd]([P](C2C=CC=CC=2)(C2C=CC=CC=2)C2C=CC=CC=2)([P](C2C=CC=CC=2)(C2C=CC=CC=2)C2C=CC=CC=2)[P](C2C=CC=CC=2)(C2C=CC=CC=2)C2C=CC=CC=2)(C2C=CC=CC=2)C2C=CC=CC=2)=CC=1. The reactants are [CH2:1]([C:3]1[C:4]([CH3:21])=[C:5]2[C:12](I)=[C:11]([C:14]([O:16][C:17]([CH3:20])([CH3:19])[CH3:18])=[O:15])[S:10][C:6]2=[N:7][C:8]=1[CH3:9])[CH3:2].C([O-])([O-])=O.[K+].[K+].[CH3:28][O:29][C:30]1[CH:35]=[CH:34][C:33](B(O)O)=[CH:32][CH:31]=1. (2) The reactants are Cl[CH2:2][CH2:3][CH2:4][C:5]([CH:8]1[O:12][CH2:11][CH2:10][O:9]1)([CH3:7])[CH3:6].[C-]#[N:14].[Na+]. The catalyst is O. The product is [O:9]1[CH2:10][CH2:11][O:12][CH:8]1[C:5]([CH3:7])([CH3:6])[CH2:4][CH2:3][C:2]#[N:14]. The yield is 0.900.